From a dataset of Catalyst prediction with 721,799 reactions and 888 catalyst types from USPTO. Predict which catalyst facilitates the given reaction. (1) Reactant: [NH2:1][C:2]1[CH:3]=[C:4]([CH:7]=[CH:8][CH:9]=1)[C:5]#[N:6].CN1CCOCC1.[C:17](Cl)(=[O:20])[CH2:18][CH3:19].Cl. Product: [C:5]([C:4]1[CH:3]=[C:2]([NH:1][C:17](=[O:20])[CH2:18][CH3:19])[CH:9]=[CH:8][CH:7]=1)#[N:6]. The catalyst class is: 2. (2) Reactant: [CH3:1][C:2]1[C@@H:19]([O:20][C:21]([C@H:23]([OH:40])[C@@H:24]([NH:31][C:32]([C:34]2[CH:35]=[CH:36][CH:37]=[CH:38][CH:39]=2)=[O:33])[C:25]2[CH:26]=[CH:27][CH:28]=[CH:29][CH:30]=2)=[O:22])[CH2:18][C@:14]2([OH:41])[C:15]([CH3:17])([CH3:16])[C:3]=1[C@@H:4]([O:59][C:60]([CH3:62])=[O:61])[C:5]([C@@:7]1([CH3:58])[C@H:12]([C@@H:13]2[O:42][C:43]([C:45]2[CH:46]=[CH:47][CH:48]=[CH:49][CH:50]=2)=[O:44])[C@:11]2([O:53][C:54]([CH3:56])=[O:55])[CH2:51][O:52][C@@H:10]2[CH2:9][C@@H:8]1[OH:57])=[O:6].[CH3:63][CH:64]([CH2:66][CH2:67][CH2:68][C@H:69]([C@@H:71]1[C@:89]2([CH3:90])[C@H:74]([C@H:75]3[C@H:86]([CH2:87][CH2:88]2)[C@:84]2([CH3:85])[C:78]([CH2:79][C@H:80]([CH2:82][CH2:83]2)[OH:81])=[CH:77][CH2:76]3)[CH2:73][CH2:72]1)[CH3:70])[CH3:65]. Product: [CH3:1][C:2]1[C@@H:19]([O:20][C:21]([C@H:23]([OH:40])[C@@H:24]([NH:31][C:32]([C:34]2[CH:39]=[CH:38][CH:37]=[CH:36][CH:35]=2)=[O:33])[C:25]2[CH:26]=[CH:27][CH:28]=[CH:29][CH:30]=2)=[O:22])[CH2:18][C@:14]2([OH:41])[C:15]([CH3:16])([CH3:17])[C:3]=1[C@@H:4]([O:59][C:60]([CH3:62])=[O:61])[C:5]([C@@:7]1([CH3:58])[C@H:12]([C@@H:13]2[O:42][C:43]([C:45]2[CH:50]=[CH:49][CH:48]=[CH:47][CH:46]=2)=[O:44])[C@:11]2([O:53][C:54]([CH3:56])=[O:55])[CH2:51][O:52][C@@H:10]2[CH2:9][C@@H:8]1[OH:57])=[O:6].[CH3:65][CH:64]([CH2:66][CH2:67][CH2:68][C@H:69]([C@@H:71]1[C@:89]2([CH3:90])[C@H:74]([C@H:75]3[C@H:86]([CH2:87][CH2:88]2)[C@:84]2([CH3:85])[C:78]([CH2:79][C@H:80]([CH2:82][CH2:83]2)[OH:81])=[CH:77][CH2:76]3)[CH2:73][CH2:72]1)[CH3:70])[CH3:63]. The catalyst class is: 21. (3) Reactant: [NH:1]1[CH:5]=[C:4]([B:6]2[O:14][C:11]([CH3:13])([CH3:12])[C:8]([CH3:10])([CH3:9])[O:7]2)[CH:3]=[N:2]1.[F:15][CH2:16][CH:17](O)[CH2:18][F:19].C1(P(C2C=CC=CC=2)C2C=CC=CC=2)C=CC=CC=1.N(C(OC(C)C)=O)=NC(OC(C)C)=O. Product: [F:15][CH2:16][CH:17]([N:2]1[CH:3]=[C:4]([B:6]2[O:7][C:8]([CH3:9])([CH3:10])[C:11]([CH3:13])([CH3:12])[O:14]2)[CH:5]=[N:1]1)[CH2:18][F:19]. The catalyst class is: 1. (4) Reactant: C([N:3]1CC[CH:6](C(O)=O)[CH2:5][CH2:4]1)C.[CH2:12]([O:14][C:15]([CH:17]1[CH2:22][CH2:21][NH:20][CH2:19][CH2:18]1)=[O:16])[CH3:13].C(#N)C=C. Product: [CH2:12]([O:14][C:15]([CH:17]1[CH2:22][CH2:21][N:20]([CH2:6][CH2:5][C:4]#[N:3])[CH2:19][CH2:18]1)=[O:16])[CH3:13]. The catalyst class is: 32.